Dataset: Catalyst prediction with 721,799 reactions and 888 catalyst types from USPTO. Task: Predict which catalyst facilitates the given reaction. (1) Reactant: [CH3:1][C:2]([CH3:26])([CH3:25])[CH2:3][NH:4][C:5]1[N:10]=[C:9]([NH:11][CH3:12])[N:8]=[C:7]([NH:13][C:14]2[CH:15]=[C:16]([CH:21]=[CH:22][C:23]=2[CH3:24])[C:17]([NH:19][CH3:20])=[O:18])[CH:6]=1.C(=O)(O)[O-].[Na+].[Br:32]Br. Product: [Br:32][C:6]1[C:7]([NH:13][C:14]2[CH:15]=[C:16]([CH:21]=[CH:22][C:23]=2[CH3:24])[C:17]([NH:19][CH3:20])=[O:18])=[N:8][C:9]([NH:11][CH3:12])=[N:10][C:5]=1[NH:4][CH2:3][C:2]([CH3:26])([CH3:25])[CH3:1]. The catalyst class is: 2. (2) Reactant: [Cl:1][C:2]1[CH:7]=[CH:6][N:5]=[C:4]([NH:8][C:9](=[O:14])[C:10]([CH3:13])([CH3:12])[CH3:11])[CH:3]=1.C([Li])CCC.CON(C)[C:23](=[O:30])[C:24]1[CH:29]=[CH:28][CH:27]=[CH:26][CH:25]=1. Product: [C:23]([C:3]1[C:4]([NH:8][C:9](=[O:14])[C:10]([CH3:11])([CH3:13])[CH3:12])=[N:5][CH:6]=[CH:7][C:2]=1[Cl:1])(=[O:30])[C:24]1[CH:29]=[CH:28][CH:27]=[CH:26][CH:25]=1. The catalyst class is: 1. (3) Reactant: [CH3:1][C:2]1[CH:7]=[CH:6][CH:5]=[C:4]([CH3:8])[C:3]=1[B:9]1[O:13][C:12]([CH3:15])([CH3:14])[C:11]([CH3:17])([CH3:16])[O:10]1.[Br:18]N1C(=O)CCC1=O.CC(N=NC(C#N)(C)C)(C#N)C. Product: [Br:18][CH2:1][C:2]1[CH:7]=[CH:6][CH:5]=[C:4]([CH3:8])[C:3]=1[B:9]1[O:10][C:11]([CH3:17])([CH3:16])[C:12]([CH3:15])([CH3:14])[O:13]1. The catalyst class is: 10. (4) Reactant: Br[C:2]1[CH:10]=[CH:9][C:5]([C:6]([OH:8])=[O:7])=[CH:4][N:3]=1.[CH3:11][P:12]([O:16]CC)[O:13][CH2:14][CH3:15].CC(N=NC(C#N)(C)C)(C#N)C.C[Si]([SiH]([Si](C)(C)C)[Si](C)(C)C)(C)C. Product: [CH2:14]([O:13][P:12]([C:2]1[CH:10]=[CH:9][C:5]([C:6]([OH:8])=[O:7])=[CH:4][N:3]=1)([CH3:11])=[O:16])[CH3:15]. The catalyst class is: 11. (5) Reactant: [NH2:1][C:2]1[CH:7]=[CH:6][CH:5]=[C:4]([NH2:8])[C:3]=1[NH:9][CH2:10][CH2:11][C:12]([O:14][CH2:15]C)=[O:13].Cl.[Cl:18][C:19]1[CH:24]=[C:23]([Cl:25])[CH:22]=[CH:21][C:20]=1[CH:26]([OH:31])[C:27](=N)OC.O. Product: [NH2:8][C:4]1[C:3]2[N:9]([CH2:10][CH2:11][C:12]([O:14][CH3:15])=[O:13])[C:27]([CH:26]([C:20]3[CH:21]=[CH:22][C:23]([Cl:25])=[CH:24][C:19]=3[Cl:18])[OH:31])=[N:1][C:2]=2[CH:7]=[CH:6][CH:5]=1. The catalyst class is: 8. (6) Reactant: [CH3:1][C:2]1([CH3:49])[O:7][C:6]2[CH:8]=[CH:9][C:10]([C@@H:12]([OH:48])[CH2:13][NH:14][CH2:15][CH2:16][CH2:17][CH2:18][CH2:19][CH2:20][O:21][CH2:22][CH2:23][C:24]#[C:25][C:26]3[CH:27]=[C:28]([S:32]([N:35]([CH2:40][O:41][CH2:42][CH2:43][Si:44]([CH3:47])([CH3:46])[CH3:45])[CH2:36][C:37]([NH2:39])=[O:38])(=[O:34])=[O:33])[CH:29]=[CH:30][CH:31]=3)=[CH:11][C:5]=2[CH2:4][O:3]1. Product: [CH3:1][C:2]1([CH3:49])[O:7][C:6]2[CH:8]=[CH:9][C:10]([C@@H:12]([OH:48])[CH2:13][NH:14][CH2:15][CH2:16][CH2:17][CH2:18][CH2:19][CH2:20][O:21][CH2:22][CH2:23][CH2:24][CH2:25][C:26]3[CH:27]=[C:28]([S:32]([N:35]([CH2:40][O:41][CH2:42][CH2:43][Si:44]([CH3:47])([CH3:46])[CH3:45])[CH2:36][C:37]([NH2:39])=[O:38])(=[O:34])=[O:33])[CH:29]=[CH:30][CH:31]=3)=[CH:11][C:5]=2[CH2:4][O:3]1. The catalyst class is: 810. (7) Reactant: [CH3:1][C:2]1[CH:12]=[CH:11][C:5]2[CH:6]=[C:7]([C:9]#[N:10])[O:8][C:4]=2[CH:3]=1.C1C(=O)N([Br:20])C(=O)C1.CC(N=NC(C#N)(C)C)(C#N)C. Product: [Br:20][CH2:1][C:2]1[CH:12]=[CH:11][C:5]2[CH:6]=[C:7]([C:9]#[N:10])[O:8][C:4]=2[CH:3]=1. The catalyst class is: 53. (8) Reactant: Cl[C:2]1[CH:7]=[N:6][CH:5]=[C:4]([Cl:8])[N:3]=1.[OH:9][C:10]1[CH:15]=[CH:14][C:13](B(O)O)=[CH:12][CH:11]=1.C(=O)([O-])[O-].[K+].[K+].O1CCOCC1. Product: [Cl:8][C:4]1[N:3]=[C:2]([C:13]2[CH:14]=[CH:15][C:10]([OH:9])=[CH:11][CH:12]=2)[CH:7]=[N:6][CH:5]=1. The catalyst class is: 103. (9) Reactant: [CH2:1]([N:4]([CH2:8][P:9](=[O:16])([O:13][CH2:14][CH3:15])[O:10][CH2:11][CH3:12])[CH2:5][CH:6]=[CH2:7])C=C. Product: [N:4]1([CH2:8][P:9](=[O:16])([O:10][CH2:11][CH3:12])[O:13][CH2:14][CH3:15])[CH:1]=[CH:7][CH:6]=[CH:5]1. The catalyst class is: 159.